This data is from Catalyst prediction with 721,799 reactions and 888 catalyst types from USPTO. The task is: Predict which catalyst facilitates the given reaction. (1) Reactant: [Br:1][C:2]1[CH:3]=[C:4]2[C:9](=[CH:10][CH:11]=1)[N:8]=[C:7](Cl)[C:6]([CH:13]=[CH:14][C:15]1[CH:16]=[N:17][CH:18]=[C:19]([C:21]3[CH2:26][CH2:25][CH2:24][CH2:23][CH:22]=3)[CH:20]=1)=[CH:5]2.CN1CCCC1=O.[CH3:34][O:35][C:36]1[CH:43]=[CH:42][C:39]([CH2:40][NH2:41])=[CH:38][CH:37]=1. Product: [CH3:34][O:35][C:36]1[CH:43]=[CH:42][C:39]([CH2:40][NH:41][C:7]2[C:6]([CH:13]=[CH:14][C:15]3[CH:16]=[N:17][CH:18]=[C:19]([C:21]4[CH2:26][CH2:25][CH2:24][CH2:23][CH:22]=4)[CH:20]=3)=[CH:5][C:4]3[C:9](=[CH:10][CH:11]=[C:2]([Br:1])[CH:3]=3)[N:8]=2)=[CH:38][CH:37]=1. The catalyst class is: 6. (2) Reactant: [CH2:1]([O:8][C:9](=[O:24])[C@@H:10]([CH2:19][CH2:20][C:21]([OH:23])=O)[NH:11][C:12]([O:14][C:15]([CH3:18])([CH3:17])[CH3:16])=[O:13])[C:2]1[CH:7]=[CH:6][CH:5]=[CH:4][CH:3]=1.CCN=C=NCCCN(C)C.Cl.[CH:37]1[CH:38]=[CH:39][C:40]2[N:45](O)N=[N:43][C:41]=2[CH:42]=1.C1(N)C=CC=CC=1N. Product: [CH2:1]([O:8][C:9](=[O:24])[C@H:10]([NH:11][C:12]([O:14][C:15]([CH3:16])([CH3:17])[CH3:18])=[O:13])[CH2:19][CH2:20][C:21](=[O:23])[NH:43][C:41]1[CH:42]=[CH:37][CH:38]=[CH:39][C:40]=1[NH2:45])[C:2]1[CH:3]=[CH:4][CH:5]=[CH:6][CH:7]=1. The catalyst class is: 22. (3) Reactant: Br[C:2]1[CH:3]=[C:4]2[C:8](=[CH:9][C:10]=1[O:11][CH3:12])[C:7](=[O:13])/[C:6](=[CH:14]/[C:15]1[CH:20]=[CH:19][CH:18]=[C:17]([C:21]([F:24])([F:23])[F:22])[CH:16]=1)/[CH2:5]2.[CH3:25][CH:26]1[CH2:31][CH2:30][NH:29][CH2:28][CH2:27]1.C(=O)([O-])[O-].[Cs+].[Cs+].C1C=CC(P(C2C(C3C(P(C4C=CC=CC=4)C4C=CC=CC=4)=CC=C4C=3C=CC=C4)=C3C(C=CC=C3)=CC=2)C2C=CC=CC=2)=CC=1. Product: [CH3:12][O:11][C:10]1[CH:9]=[C:8]2[C:4]([CH2:5]/[C:6](=[CH:14]\[C:15]3[CH:20]=[CH:19][CH:18]=[C:17]([C:21]([F:24])([F:23])[F:22])[CH:16]=3)/[C:7]2=[O:13])=[CH:3][C:2]=1[N:29]1[CH2:30][CH2:31][CH:26]([CH3:25])[CH2:27][CH2:28]1. The catalyst class is: 101. (4) Reactant: [F:1][C:2]([F:6])([F:5])[CH2:3][OH:4].FC(F)(F)S(OS(C(F)(F)F)(=O)=O)(=O)=O.O[N:23]1[C:27](=[O:28])[C:26]2=[CH:29][CH:30]=[CH:31][CH:32]=[C:25]2[C:24]1=[O:33].C(N(CC)C(C)C)(C)C.Cl. Product: [F:1][C:2]([F:6])([F:5])[CH2:3][O:4][N:23]1[C:24](=[O:33])[C:25]2=[CH:32][CH:31]=[CH:30][CH:29]=[C:26]2[C:27]1=[O:28]. The catalyst class is: 272. (5) Reactant: [C:1]1(=[O:21])[N:5]([CH2:6][CH2:7][C:8]2[CH:15]=[CH:14][CH:13]=[CH:12][C:9]=2[CH:10]=O)[C:4](=[O:16])[C:3]2=[CH:17][CH:18]=[CH:19][CH:20]=[C:2]12.[N+:22]([CH3:25])([O-:24])=[O:23].C(O)(=O)C.C(N)CCC.C(OC)(OC)OC. Product: [C:4]1(=[O:16])[N:5]([CH2:6][CH2:7][C:8]2[CH:15]=[CH:14][CH:13]=[CH:12][C:9]=2[CH:10]=[CH:25][N+:22]([O-:24])=[O:23])[C:1](=[O:21])[C:2]2=[CH:20][CH:19]=[CH:18][CH:17]=[C:3]12. The catalyst class is: 5. (6) Reactant: [BH4-].[CH2:2]([C:9]1[N:10]([CH3:15])[C:11]([SH:14])=[N:12][N:13]=1)[CH2:3][CH2:4][CH2:5][CH2:6][CH2:7][CH3:8].[CH3:16][O:17][C:18](=[O:43])[CH2:19][C:20]1[CH:25]=[CH:24][C:23]([O:26][CH2:27][C:28]2[CH:33]=[CH:32][C:31](I)=[CH:30][C:29]=2[O:35][CH2:36][CH2:37][CH2:38][CH2:39][CH2:40][CH2:41][CH3:42])=[CH:22][CH:21]=1. Product: [CH3:16][O:17][C:18](=[O:43])[CH2:19][C:20]1[CH:21]=[CH:22][C:23]([O:26][CH2:27][C:28]2[CH:33]=[CH:32][C:31]([S:14][C:11]3[N:10]([CH3:15])[C:9]([CH2:2][CH2:3][CH2:4][CH2:5][CH2:6][CH2:7][CH3:8])=[N:13][N:12]=3)=[CH:30][C:29]=2[O:35][CH2:36][CH2:37][CH2:38][CH2:39][CH2:40][CH2:41][CH3:42])=[CH:24][CH:25]=1. The catalyst class is: 214. (7) Reactant: [CH2:1]([NH:3][C:4]([C:6]1[C:14]2[C:9](=[N:10][CH:11]=[C:12](Br)[N:13]=2)[N:8](COCC[Si](C)(C)C)[CH:7]=1)=[O:5])[CH3:2].C(N[C:28]([C:30]1[C:38]2[C:33](=NC=C(Br)N=2)N(COCC[Si](C)(C)C)C=1)=O)(C)C.C(O[C:52](=[O:54])[CH3:53])(=O)C.CS(Cl)(=O)=[O:57].C([N:63]([CH:66]([CH3:68])[CH3:67])[CH2:64][CH3:65])(C)C. Product: [CH2:1]([NH:3][C:4]([C:6]1[C:14]2[C:9](=[N:10][CH:11]=[C:12]([O:54][C:52]3[CH:53]=[C:68]4[C:38](=[CH:30][CH:28]=3)[CH2:33][CH2:67][C@H:66]4[NH:63][C:64](=[O:57])[CH3:65])[N:13]=2)[NH:8][CH:7]=1)=[O:5])[CH3:2]. The catalyst class is: 17. (8) Reactant: [Cl:1][C:2]1[C:11]2[C:6](=[CH:7][CH:8]=[CH:9][CH:10]=2)[C:5]([NH:12][NH2:13])=[N:4][N:3]=1.[C:14](Cl)(=[O:21])[C:15]1[CH:20]=[CH:19][CH:18]=[CH:17][CH:16]=1. Product: [Cl:1][C:2]1[C:11]2[C:6](=[CH:7][CH:8]=[CH:9][CH:10]=2)[C:5](=[N:12][NH:13][C:14](=[O:21])[C:15]2[CH:20]=[CH:19][CH:18]=[CH:17][CH:16]=2)[NH:4][N:3]=1. The catalyst class is: 11.